This data is from Full USPTO retrosynthesis dataset with 1.9M reactions from patents (1976-2016). The task is: Predict the reactants needed to synthesize the given product. (1) Given the product [CH3:1][S:2]([C:4]1[CH:5]=[C:6]([CH2:10][C:11]([O:13][CH3:14])=[O:12])[CH:7]=[CH:8][CH:9]=1)=[O:3], predict the reactants needed to synthesize it. The reactants are: [CH3:1][S:2]([C:4]1[CH:5]=[C:6]([CH2:10][C:11]([OH:13])=[O:12])[CH:7]=[CH:8][CH:9]=1)=[O:3].[C:14](N1C=CN=C1)(N1C=CN=C1)=O.CO. (2) The reactants are: [Cl:1][C:2]1[CH:7]=[C:6]([Cl:8])[CH:5]=[CH:4][C:3]=1[C:9]1[CH:14]=[CH:13][N:12]=[C:11]([NH:15][CH:16]([CH3:20])[CH2:17][O:18][CH3:19])[C:10]=1[NH2:21].[C:22](OC)(=[O:26])[C:23]([CH3:25])=O. Given the product [Cl:1][C:2]1[CH:7]=[C:6]([Cl:8])[CH:5]=[CH:4][C:3]=1[C:9]1[C:10]2[N:21]=[C:23]([CH3:25])[C:22](=[O:26])[N:15]([CH:16]([CH3:20])[CH2:17][O:18][CH3:19])[C:11]=2[N:12]=[CH:13][CH:14]=1, predict the reactants needed to synthesize it. (3) Given the product [CH2:31]([O:38][CH2:39][CH2:40][CH2:41][CH2:42][O:43][C:44]1[N:49]=[C:48]([NH:50][C:51](=[O:56])[C:52]([CH3:53])([CH3:54])[CH3:55])[C:47]([CH:57]=[CH:9][O:10][CH3:11])=[CH:46][CH:45]=1)[C:1]1[CH:6]=[CH:5][CH:4]=[CH:3][CH:2]=1, predict the reactants needed to synthesize it. The reactants are: [C:1]1([Li])[CH:6]=[CH:5][CH:4]=[CH:3][CH:2]=1.[Cl-].[CH3:9][O:10][CH2:11][P+](C1C=CC=CC=1)(C1C=CC=CC=1)C1C=CC=CC=1.[CH2:31]([O:38][CH2:39][CH2:40][CH2:41][CH2:42][O:43][C:44]1[N:49]=[C:48]([NH:50][C:51](=[O:56])[C:52]([CH3:55])([CH3:54])[CH3:53])[C:47]([CH:57]=O)=[CH:46][CH:45]=1)C1C=CC=CC=1.[Cl-].[NH4+]. (4) Given the product [NH:10]1[C:11]2[CH:17]=[CH:16][CH:15]=[CH:14][C:12]=2[N:13]=[C:9]1[N:8]([C:18]1[C:23]([CH3:24])=[CH:22][CH:21]=[CH:20][C:19]=1[CH3:25])[C:6]1[CH:5]=[CH:4][N:3]=[C:2]([NH:43][C:30]2[CH:31]=[CH:32][C:33]([O:34][CH2:35][CH:36]3[CH2:41][CH2:40][N:39]([CH3:42])[CH2:38][CH2:37]3)=[C:28]([O:27][CH3:26])[CH:29]=2)[N:7]=1, predict the reactants needed to synthesize it. The reactants are: Cl[C:2]1[N:7]=[C:6]([N:8]([C:18]2[C:23]([CH3:24])=[CH:22][CH:21]=[CH:20][C:19]=2[CH3:25])[C:9]2[NH:13][C:12]3[CH:14]=[CH:15][CH:16]=[CH:17][C:11]=3[N:10]=2)[CH:5]=[CH:4][N:3]=1.[CH3:26][O:27][C:28]1[CH:29]=[C:30]([NH2:43])[CH:31]=[CH:32][C:33]=1[O:34][CH2:35][CH:36]1[CH2:41][CH2:40][N:39]([CH3:42])[CH2:38][CH2:37]1.[OH-].[Na+]. (5) Given the product [Cl:13][C:14]1[CH:15]=[CH:16][C:17]([C:18]([NH:20][C:21]2[CH:26]=[CH:25][C:24]([CH2:27][N:28]3[CH2:33][CH2:32][N:31]([CH3:34])[CH2:30][CH2:29]3)=[C:23]([C:35]([F:37])([F:36])[F:38])[CH:22]=2)=[O:19])=[CH:39][C:40]=1[C:12]#[C:11][C:8]1[N:7]=[N:6][C:5]([NH:4][CH:1]2[CH2:3][CH2:2]2)=[CH:10][CH:9]=1, predict the reactants needed to synthesize it. The reactants are: [CH:1]1([NH:4][C:5]2[N:6]=[N:7][C:8]([C:11]#[CH:12])=[CH:9][CH:10]=2)[CH2:3][CH2:2]1.[Cl:13][C:14]1[CH:40]=[CH:39][C:17]([C:18]([NH:20][C:21]2[CH:26]=[CH:25][C:24]([CH2:27][N:28]3[CH2:33][CH2:32][N:31]([CH3:34])[CH2:30][CH2:29]3)=[C:23]([C:35]([F:38])([F:37])[F:36])[CH:22]=2)=[O:19])=[CH:16][C:15]=1I. (6) The reactants are: [CH2:1]([O:8][C:9](=[O:18])[NH:10][C@H:11]1[CH2:16][CH2:15][C@H:14]([OH:17])[CH2:13][CH2:12]1)[C:2]1[CH:7]=[CH:6][CH:5]=[CH:4][CH:3]=1.N1C=CN=C1.[Si:24](Cl)([C:27]([CH3:30])([CH3:29])[CH3:28])([CH3:26])[CH3:25]. Given the product [CH2:1]([O:8][C:9](=[O:18])[NH:10][C@H:11]1[CH2:16][CH2:15][C@H:14]([O:17][Si:24]([C:27]([CH3:30])([CH3:29])[CH3:28])([CH3:26])[CH3:25])[CH2:13][CH2:12]1)[C:2]1[CH:3]=[CH:4][CH:5]=[CH:6][CH:7]=1, predict the reactants needed to synthesize it. (7) The reactants are: [Cl:1][C:2]1[C:7]([CH2:8][NH:9][C:10](=[O:15])[C:11]([CH3:14])([CH3:13])[CH3:12])=[CH:6][CH:5]=[C:4]([Cl:16])[C:3]=1[NH:17][C:18]1[NH:22][C:21]2[CH:23]=[C:24]([O:30][CH2:31][CH:32]([F:34])[F:33])[C:25]([C:27]([OH:29])=O)=[CH:26][C:20]=2[N:19]=1.[Br:35][C:36]1[CH:42]=[CH:41][C:39]([NH2:40])=[CH:38][CH:37]=1.C1COCC1. Given the product [Br:35][C:36]1[CH:42]=[CH:41][C:39]([NH:40][C:27]([C:25]2[C:24]([O:30][CH2:31][CH:32]([F:33])[F:34])=[CH:23][C:21]3[NH:22][C:18]([NH:17][C:3]4[C:4]([Cl:16])=[CH:5][CH:6]=[C:7]([CH2:8][NH:9][C:10](=[O:15])[C:11]([CH3:13])([CH3:12])[CH3:14])[C:2]=4[Cl:1])=[N:19][C:20]=3[CH:26]=2)=[O:29])=[CH:38][CH:37]=1, predict the reactants needed to synthesize it. (8) Given the product [Cl:8][C:5]1[CH:6]=[CH:7][C:2]([O:12][C:13]2[CH:14]=[C:15]([CH:18]=[CH:19][CH:20]=2)[CH:16]=[O:17])=[C:3]([N+:9]([O-:11])=[O:10])[CH:4]=1, predict the reactants needed to synthesize it. The reactants are: Br[C:2]1[CH:7]=[CH:6][C:5]([Cl:8])=[CH:4][C:3]=1[N+:9]([O-:11])=[O:10].[OH:12][C:13]1[CH:14]=[C:15]([CH:18]=[CH:19][CH:20]=1)[CH:16]=[O:17].C([O-])([O-])=O.[K+].[K+]. (9) Given the product [CH3:18][O:17][C@@H:5]([CH2:6][C:7]1[CH:8]=[CH:9][C:10]([O:13][CH2:14][CH2:15][O:26][C:21]2[CH:22]=[CH:23][CH:24]=[CH:25][N:20]=2)=[CH:11][CH:12]=1)[C:4]([OH:3])=[O:19], predict the reactants needed to synthesize it. The reactants are: C([O:3][C:4](=[O:19])[C@@H:5]([O:17][CH3:18])[CH2:6][C:7]1[CH:12]=[CH:11][C:10]([O:13][CH2:14][CH2:15]Br)=[CH:9][CH:8]=1)C.[N:20]1[CH:25]=[CH:24][CH:23]=[CH:22][C:21]=1[OH:26].CO[C@@H](CC1C=CC(OCCCOC2C=CC=CC=2)=CC=1)C(O)=O.